Dataset: Experimentally validated miRNA-target interactions with 360,000+ pairs, plus equal number of negative samples. Task: Binary Classification. Given a miRNA mature sequence and a target amino acid sequence, predict their likelihood of interaction. (1) The miRNA is mmu-miR-30e-5p with sequence UGUAAACAUCCUUGACUGGAAG. The protein sequence of the target gene is MAEGERQPPPDSSEETPPTTQNFIIPKKEIHTVPDMGKWKRSQAYADYIGFILTLNEGVKGKKLTFDYKVSEAIEKLVALLDTLDRWIDETPPVDQPSRFGNKAYRTWYAKLDQEAENLVATVVPTHLAAAVPEVAVYLKEAVGNSTRIDYGTGHEAAFAAFLCCLCKIGVLRVDDQVAIVFKVFDRYLEVMRKLQKTYRMEPAGSQGVWGLDDFQFLPFIWGSSQLIDHPHLEPRHFVDEKAVSENHKDYMFLQCILFITEMKTGPFAEHSNQLWNISAVPSWSKVNQGLIRMYKAECL.... Result: 1 (interaction). (2) The miRNA is hsa-miR-3922-3p with sequence UCUGGCCUUGACUUGACUCUUU. The protein sequence of the target gene is MADDVDQQQTTNTVEEPLDLIRLSLDERIYVKMRNDRELRGRLHAYDQHLNMILGDVEETVTTIEIDEETYEEIYKSTKRNIPMLFVRGDGVVLVAPPLRVG. Result: 1 (interaction). (3) The miRNA is hsa-miR-301a-5p with sequence GCUCUGACUUUAUUGCACUACU. The protein sequence of the target gene is MSRKQNQKDSSGFIFDLQSNTVLAQGGAFENMKEKINAVRAIVPNKSNNEIILVLQHFDNCVDKTVQAFMEGSASEVLKEWTVTGKKKNKKKKNKPKPAAEPSNGIPDSSKSVSIQEEQSAPSSEKGGMNGYHVNGAINDTESVDSLSEGLETLSIDARELEDPESAMLDTLDRTGSMLQNGVSDFETKSLTMHSIHNSQQPRNAAKSLSRPTTETQFSNMGMEDVPLATSKKLSSNIEKSVKDLQRCTVSLARYRVVVKEEMDASIKKMKQAFAELESCLMDREVALLAEMDKVKAEAM.... Result: 1 (interaction). (4) The miRNA is hsa-miR-5702 with sequence UGAGUCAGCAACAUAUCCCAUG. The protein sequence of the target gene is MASSVGNVADSTEPTKRMLSFQGLAELAHREYQAGDFEAAERHCMQLWRQEPDNTGVLLLLSSIHFQCRRLDRSAHFSTLAIKQNPLLAEAYSNLGNVYKERGQLQEAIEHYRHALRLKPDFIDGYINLAAALVAAGDMEGAVQAYVSALQYNPDLYCVRSDLGNLLKALGRLEEAKACYLKAIETQPNFAVAWSNLGCVFNAQGEIWLAIHHFEKAVTLDPNFLDAYINLGNVLKEARIFDRAVAAYLRALSLSPNHAVVHGNLACVYYEQGLIDLAIDTYRRAIELQPHFPDAYCNLA.... Result: 1 (interaction). (5) The miRNA is mmu-miR-876-5p with sequence UGGAUUUCUCUGUGAAUCACUA. The protein sequence of the target gene is MMLSRAKPAVGGESPHTDKRKKKGRKIPKLEDLLSQRDFTGAITLLEFKRHVGEQEDDTNLWIGYCAFHLGDYKRALEEYENATKEENCNPEVWVNLACTYFFLGMYKQAEAAGFKAPKSRLQNRLLFHLAHKFNDEKKLMNFHQNLQDIKEDQLSLASIHYMRSHYQEAIDIYKRILLDNREYLALNVYVALCYYKLDYYDVSQEVLAVYLQQIPDSTIALNLKACNHFRLYNGKAAEAELKSLMDNASSPFEFAKELIRHNLVVFRGGEGALQVLPPLVDVIPEARLNLVIYYLRQDD.... Result: 1 (interaction). (6) The miRNA is hsa-miR-6890-5p with sequence CAUGGGGUAGGGCAGAGUAGG. The protein sequence of the target gene is MSQAWVPGLAPTLLFSLLAGPQKIAAKCGLILACPKGFKCCGDSCCQENELFPGPVRIFVIIFLVILSVFCICGLAKCFCRNCREPEPDSPVDCRGPLELPSIIPPERVRVSLSAPPPPYSEVILKPSLGPTPTEPPPPYSFRPEEYTGDQRGIDNPAF. Result: 0 (no interaction).